Dataset: Full USPTO retrosynthesis dataset with 1.9M reactions from patents (1976-2016). Task: Predict the reactants needed to synthesize the given product. The reactants are: [C:1]([C:3]1[CH:4]=[C:5]([CH:9]=[CH:10][C:11]=1[F:12])[C:6]([OH:8])=[O:7])#[N:2].[C:13](=O)([O-])[O-].[K+].[K+].IC. Given the product [C:1]([C:3]1[CH:4]=[C:5]([CH:9]=[CH:10][C:11]=1[F:12])[C:6]([O:8][CH3:13])=[O:7])#[N:2], predict the reactants needed to synthesize it.